Dataset: Cav3 T-type calcium channel HTS with 100,875 compounds. Task: Binary Classification. Given a drug SMILES string, predict its activity (active/inactive) in a high-throughput screening assay against a specified biological target. (1) The result is 0 (inactive). The molecule is Brc1ccc(NC(=O)NCc2occc2)cc1. (2) The molecule is S(Cc1cccnc1)c1oc(nn1)c1cc(OC)ccc1. The result is 0 (inactive). (3) The drug is O=C(N)C1(N2CCCCC2)CCN(CC1)CC(=O)c1c2c([nH]c1C)cccc2. The result is 0 (inactive). (4) The molecule is Clc1cn2c(NCC(OCC)=O)c(nc2cc1)c1ccc(OC)cc1. The result is 0 (inactive).